This data is from Full USPTO retrosynthesis dataset with 1.9M reactions from patents (1976-2016). The task is: Predict the reactants needed to synthesize the given product. (1) The reactants are: [O:1]=[C:2]1[NH:7][N:6]=[C:5]([C:8]2[CH:9]=[C:10]([CH:13]=[CH:14][CH:15]=2)[C:11]#[N:12])[CH:4]=[CH:3]1.C1(P(C2C=CC=CC=2)C2C=CC=CC=2)C=CC=CC=1.[CH3:35][N:36]1[CH2:41][CH2:40][CH:39]([CH2:42][O:43][C:44]2[CH:45]=[N:46][C:47]([C:50]3[CH:51]=[C:52]([CH2:56]O)[CH:53]=[CH:54][CH:55]=3)=[N:48][CH:49]=2)[CH2:38][CH2:37]1.N(C(OC(C)C)=O)=NC(OC(C)C)=O. Given the product [CH3:35][N:36]1[CH2:41][CH2:40][CH:39]([CH2:42][O:43][C:44]2[CH:45]=[N:46][C:47]([C:50]3[CH:51]=[C:52]([CH:53]=[CH:54][CH:55]=3)[CH2:56][N:7]3[C:2](=[O:1])[CH:3]=[CH:4][C:5]([C:8]4[CH:9]=[C:10]([CH:13]=[CH:14][CH:15]=4)[C:11]#[N:12])=[N:6]3)=[N:48][CH:49]=2)[CH2:38][CH2:37]1, predict the reactants needed to synthesize it. (2) Given the product [CH3:26][O:27][C:28]([CH3:32])([CH3:31])[CH2:29][NH:30][C:21]([C:19]1[CH:18]=[CH:17][C:13]2[N:14]([CH2:15][CH3:16])[C:10]([NH:9][C:7]3[S:8][C:4]4[CH:3]=[C:2]([Cl:1])[CH:25]=[CH:24][C:5]=4[N:6]=3)=[N:11][C:12]=2[CH:20]=1)=[O:23], predict the reactants needed to synthesize it. The reactants are: [Cl:1][C:2]1[CH:25]=[CH:24][C:5]2[N:6]=[C:7]([NH:9][C:10]3[N:14]([CH2:15][CH3:16])[C:13]4[CH:17]=[CH:18][C:19]([C:21]([OH:23])=O)=[CH:20][C:12]=4[N:11]=3)[S:8][C:4]=2[CH:3]=1.[CH3:26][O:27][C:28]([CH3:32])([CH3:31])[CH2:29][NH2:30].CN(C(ON1N=NC2C=CC=CC1=2)=[N+](C)C)C.F[P-](F)(F)(F)(F)F.CCN(C(C)C)C(C)C. (3) Given the product [C:25]([C:19]1[CH:20]=[C:21]([Br:24])[CH:22]=[CH:23][C:18]=1[O:17][CH:15]([CH3:16])[CH2:14][CH2:13][O:12][C:9]1[CH:10]=[CH:11][C:6]([CH2:5][CH2:4][C:3]([OH:34])=[O:2])=[C:7]([CH3:33])[CH:8]=1)(=[O:32])[C:26]1[CH:27]=[CH:28][CH:29]=[CH:30][CH:31]=1, predict the reactants needed to synthesize it. The reactants are: C[O:2][C:3](=[O:34])[CH2:4][CH2:5][C:6]1[CH:11]=[CH:10][C:9]([O:12][CH2:13][CH2:14][CH:15]([O:17][C:18]2[CH:23]=[CH:22][C:21]([Br:24])=[CH:20][C:19]=2[C:25](=[O:32])[C:26]2[CH:31]=[CH:30][CH:29]=[CH:28][CH:27]=2)[CH3:16])=[CH:8][C:7]=1[CH3:33].[OH-].[Na+].Cl. (4) Given the product [Cl:10][C:11]1[CH:18]=[CH:17][C:14]([N:15]([CH3:16])[C:2]2[CH:9]=[CH:8][C:5]([C:6]#[N:7])=[CH:4][N:3]=2)=[CH:13][CH:12]=1, predict the reactants needed to synthesize it. The reactants are: Br[C:2]1[CH:9]=[CH:8][C:5]([C:6]#[N:7])=[CH:4][N:3]=1.[Cl:10][C:11]1[CH:18]=[CH:17][C:14]([NH:15][CH3:16])=[CH:13][CH:12]=1.C1C=CC(P(C2C(C3C(P(C4C=CC=CC=4)C4C=CC=CC=4)=CC=C4C=3C=CC=C4)=C3C(C=CC=C3)=CC=2)C2C=CC=CC=2)=CC=1.C([O-])([O-])=O.[Cs+].[Cs+].